The task is: Predict which catalyst facilitates the given reaction.. This data is from Catalyst prediction with 721,799 reactions and 888 catalyst types from USPTO. (1) Reactant: Br[C:2]1[CH:7]=[CH:6][C:5]([S:8]([NH:11][C@H:12]2[CH2:17][CH2:16][C@H:15]([OH:18])[CH2:14][CH2:13]2)(=[O:10])=[O:9])=[C:4]([O:19][CH3:20])[CH:3]=1.[B:21]1([B:21]2[O:25][C:24]([CH3:27])([CH3:26])[C:23]([CH3:29])([CH3:28])[O:22]2)[O:25][C:24]([CH3:27])([CH3:26])[C:23]([CH3:29])([CH3:28])[O:22]1.C([O-])(=O)C.[K+]. Product: [OH:18][C@H:15]1[CH2:16][CH2:17][C@H:12]([NH:11][S:8]([C:5]2[CH:6]=[CH:7][C:2]([B:21]3[O:25][C:24]([CH3:27])([CH3:26])[C:23]([CH3:29])([CH3:28])[O:22]3)=[CH:3][C:4]=2[O:19][CH3:20])(=[O:10])=[O:9])[CH2:13][CH2:14]1. The catalyst class is: 800. (2) Reactant: [F:1][C:2]1[CH:3]=[CH:4][C:5]([C:41]([F:44])([F:43])[F:42])=[C:6]([CH:40]=1)[C:7]([N:9]1[CH2:14][CH2:13][N:12]([C:15](=[O:39])[CH2:16][NH:17][C:18]([C:20]2[N:21]=[N:22][N:23]([C:25]3[CH:30]=[CH:29][CH:28]=[CH:27][C:26]=3[O:31]CC3C=CC=CC=3)[CH:24]=2)=[O:19])[CH2:11][CH2:10]1)=[O:8].NC1C=CC=CC=1O. Product: [F:1][C:2]1[CH:3]=[CH:4][C:5]([C:41]([F:43])([F:42])[F:44])=[C:6]([CH:40]=1)[C:7]([N:9]1[CH2:14][CH2:13][N:12]([C:15](=[O:39])[CH2:16][NH:17][C:18]([C:20]2[N:21]=[N:22][N:23]([C:25]3[CH:30]=[CH:29][CH:28]=[CH:27][C:26]=3[OH:31])[CH:24]=2)=[O:19])[CH2:11][CH2:10]1)=[O:8]. The catalyst class is: 19. (3) Reactant: [NH:1]1[C:9]2[C:4](=[CH:5][CH:6]=[C:7]([C:10]#[N:11])[CH:8]=2)[CH:3]=[N:2]1.[OH-].[K+].[I:14]I.S([O-])([O-])=O.[Na+].[Na+]. The catalyst class is: 16. Product: [I:14][C:3]1[C:4]2[C:9](=[CH:8][C:7]([C:10]#[N:11])=[CH:6][CH:5]=2)[NH:1][N:2]=1. (4) Reactant: [F:1][C:2]1[CH:3]=[C:4]([N:14]2[CH2:18][C@H:17]([CH2:19][NH:20][C:21](=[O:23])[CH3:22])[O:16][C:15]2=[O:24])[CH:5]=[CH:6][C:7]=1[N:8]1[CH2:13][CH2:12][NH:11][CH2:10][CH2:9]1.[C:25](=[O:28])([O-])[O-].[K+].[K+]. Product: [F:1][C:2]1[CH:3]=[C:4]([N:14]2[CH2:18][C@H:17]([CH2:19][NH:20][C:21](=[O:23])[CH3:22])[O:16][C:15]2=[O:24])[CH:5]=[CH:6][C:7]=1[N:8]1[CH2:13][CH2:12][N:11]([C:15]([N:14]2[CH2:18][CH2:25][O:28][CH2:3][CH2:4]2)=[O:16])[CH2:10][CH2:9]1. The catalyst class is: 9. (5) Reactant: [C:1]1(B(O)O)[C:10]2[C:5](=[CH:6][CH:7]=[CH:8][CH:9]=2)[CH:4]=[CH:3][CH:2]=1.Br[C:15]1[C:29]([N+:30]([O-:32])=[O:31])=[C:28]2[C:33]3[C:24](=[CH:25][CH:26]=[CH:27]2)[C:23]2[C:18](=[CH:19][CH:20]=[CH:21][CH:22]=2)[C:17]=3[CH:16]=1.COCCOC.C(=O)([O-])[O-].[Na+].[Na+]. Product: [C:1]1([C:15]2[C:29]([N+:30]([O-:32])=[O:31])=[C:28]3[C:33]4[C:24](=[CH:25][CH:26]=[CH:27]3)[C:23]3[C:18](=[CH:19][CH:20]=[CH:21][CH:22]=3)[C:17]=4[CH:16]=2)[C:10]2[C:5](=[CH:6][CH:7]=[CH:8][CH:9]=2)[CH:4]=[CH:3][CH:2]=1. The catalyst class is: 11. (6) Product: [CH3:1][O:2][C:3]([C:5]1[C:13]2[NH:12][C:11]([C:14]3[C:15](=[O:21])[NH:16][CH:17]=[CH:18][C:19]=3[NH:22][CH2:23][C@@H:24]([OH:25])[C:26]3[CH:31]=[CH:30][CH:29]=[CH:28][CH:27]=3)=[N:10][C:9]=2[CH:8]=[CH:7][CH:6]=1)=[O:4]. The catalyst class is: 6. Reactant: [CH3:1][O:2][C:3]([C:5]1[C:13]2[NH:12][C:11]([C:14]3[C:15](=[O:21])[NH:16][CH:17]=[CH:18][C:19]=3Cl)=[N:10][C:9]=2[CH:8]=[CH:7][CH:6]=1)=[O:4].[NH2:22][CH2:23][C@H:24]([C:26]1[CH:31]=[CH:30][CH:29]=[CH:28][CH:27]=1)[OH:25].CN1CCOCC1.CN(C=O)C. (7) Reactant: [F:1][C:2]([F:25])([F:24])[C:3]([C:9]1[CH:14]=[CH:13][C:12](B2OC(C)(C)C(C)(C)O2)=[CH:11][CH:10]=1)([OH:8])[C:4]([F:7])([F:6])[F:5].Br[C:27]1[CH:46]=[CH:45][C:30]([O:31][CH:32]2[CH2:37][CH2:36][N:35]([C:38]([O:40][C:41]([CH3:44])([CH3:43])[CH3:42])=[O:39])[CH2:34][CH2:33]2)=[CH:29][CH:28]=1.P([O-])([O-])([O-])=O.[K+].[K+].[K+].C1(P(C2CCCCC2)C2C=CC=CC=2C2C=CC=CC=2)CCCCC1. The catalyst class is: 274. Product: [F:25][C:2]([F:24])([F:1])[C:3]([C:9]1[CH:10]=[CH:11][C:12]([C:27]2[CH:28]=[CH:29][C:30]([O:31][CH:32]3[CH2:33][CH2:34][N:35]([C:38]([O:40][C:41]([CH3:44])([CH3:43])[CH3:42])=[O:39])[CH2:36][CH2:37]3)=[CH:45][CH:46]=2)=[CH:13][CH:14]=1)([OH:8])[C:4]([F:7])([F:6])[F:5].